This data is from Full USPTO retrosynthesis dataset with 1.9M reactions from patents (1976-2016). The task is: Predict the reactants needed to synthesize the given product. (1) Given the product [NH2:21][C:19]1[S:20][C:4]([C:5]2[C:10]([F:11])=[CH:9][CH:8]=[CH:7][C:6]=2[F:12])=[C:2]([C:13]([O:15][CH2:16][CH3:17])=[O:14])[N:18]=1, predict the reactants needed to synthesize it. The reactants are: Cl[C:2]1([C:13]([O:15][CH2:16][CH3:17])=[O:14])[CH:4]([C:5]2[C:10]([F:11])=[CH:9][CH:8]=[CH:7][C:6]=2[F:12])O1.[NH2:18][C:19]([NH2:21])=[S:20].C([O-])([O-])=O.[K+].[K+]. (2) Given the product [N+:8]([C:3]1[CH:4]=[N:5][CH:6]=[CH:7][C:2]=1[N:11]1[CH2:15][CH2:14][CH:13]([NH:16][C:17](=[O:23])[O:18][C:19]([CH3:21])([CH3:20])[CH3:22])[CH2:12]1)([O-:10])=[O:9], predict the reactants needed to synthesize it. The reactants are: Cl[C:2]1[CH:7]=[CH:6][N:5]=[CH:4][C:3]=1[N+:8]([O-:10])=[O:9].[NH:11]1[CH2:15][CH2:14][CH:13]([NH:16][C:17](=[O:23])[O:18][C:19]([CH3:22])([CH3:21])[CH3:20])[CH2:12]1.CCN(C(C)C)C(C)C. (3) Given the product [Cl:1][C:2]1[CH:3]=[C:4]([N:13]([CH:14]2[CH2:19][CH2:18][CH2:17][CH2:16][CH2:15]2)[CH2:26][CH3:27])[C:5]([CH3:12])=[C:6]([CH:11]=1)[C:7]([O:9][CH3:10])=[O:8], predict the reactants needed to synthesize it. The reactants are: [Cl:1][C:2]1[CH:3]=[C:4]([NH:13][CH:14]2[CH2:19][CH2:18][CH2:17][CH2:16][CH2:15]2)[C:5]([CH3:12])=[C:6]([CH:11]=1)[C:7]([O:9][CH3:10])=[O:8].C(=O)([O-])[O-].[Cs+].[Cs+].[CH2:26](I)[CH3:27]. (4) Given the product [N:8]1([C:6]2[N:5]=[CH:4][N:3]=[C:2]([C:33]3[CH:32]=[N:31][C:30]([O:29][CH3:28])=[N:35][CH:34]=3)[CH:7]=2)[CH2:9][CH2:10][O:11][CH2:12][CH2:13]1, predict the reactants needed to synthesize it. The reactants are: Cl[C:2]1[CH:7]=[C:6]([N:8]2[CH2:13][CH2:12][O:11][CH2:10][CH2:9]2)[N:5]=[C:4](N2C3C=CC=C(OC)C=3N=C2C(F)F)[N:3]=1.[CH3:28][O:29][C:30]1[N:35]=[CH:34][C:33](B(O)O)=[CH:32][N:31]=1.C([O-])([O-])=O.[K+].[K+]. (5) Given the product [CH3:1][O:2][C:3]([C:5]1[S:6][C:7]([C:12](=[O:14])[NH:56][CH2:57][C:58]2[CH:63]=[CH:62][CH:61]=[C:60]([OH:64])[CH:59]=2)=[CH:8][C:9]=1[CH2:10][CH3:11])=[O:4], predict the reactants needed to synthesize it. The reactants are: [CH3:1][O:2][C:3]([C:5]1[S:6][C:7]([C:12]([OH:14])=O)=[CH:8][C:9]=1[CH2:10][CH3:11])=[O:4].C(N(CC)CC)C.CN(C(ON1N=NC2C=CC=CC1=2)=[N+](C)C)C.F[P-](F)(F)(F)(F)F.C1C=CC2N(O)N=NC=2C=1.[NH2:56][CH2:57][C:58]1[CH:59]=[C:60]([OH:64])[CH:61]=[CH:62][CH:63]=1. (6) Given the product [CH3:1][O:2][CH:3]1[CH2:20][NH:19][CH2:18][CH2:17][C:4]21[C:8](=[O:9])[N:7]([C:10]1[CH2:11][O:12][C:13](=[O:16])[C:14]=1[CH3:15])[CH2:6][CH2:5]2.[OH:28][CH:29]1[CH2:46][N:45]([C:47]([O:49][C:50]([CH3:53])([CH3:52])[CH3:51])=[O:48])[CH2:44][CH2:43][C:30]21[C:34](=[O:35])[N:33]([C:36]1[CH2:37][O:38][C:39](=[O:42])[C:40]=1[CH3:41])[CH2:32][CH2:31]2, predict the reactants needed to synthesize it. The reactants are: [CH3:1][O:2][CH:3]1[CH2:20][N:19](C(OC(C)(C)C)=O)[CH2:18][CH2:17][C:4]21[C:8](=[O:9])[N:7]([C:10]1[CH2:11][O:12][C:13](=[O:16])[C:14]=1[CH3:15])[CH2:6][CH2:5]2.[OH:28][CH:29]1[CH2:46][N:45]([C:47]([O:49][C:50]([CH3:53])([CH3:52])[CH3:51])=[O:48])[CH2:44][CH2:43][C:30]21[C:34](=[O:35])[N:33]([C:36]1[CH2:37][O:38][C:39](=[O:42])[C:40]=1[CH3:41])[CH2:32][CH2:31]2. (7) Given the product [ClH:1].[CH3:16][N:17]([CH3:18])[CH:10]1[CH2:11][CH2:12][CH:13]2[C:9]1([C:4]1[CH:5]=[CH:6][C:7]([Cl:8])=[C:2]([Cl:1])[CH:3]=1)[CH2:14]2, predict the reactants needed to synthesize it. The reactants are: [Cl:1][C:2]1[CH:3]=[C:4]([C:9]23[CH2:14][CH:13]2[CH2:12][CH2:11][C:10]3=O)[CH:5]=[CH:6][C:7]=1[Cl:8].[CH3:16][NH:17][CH3:18].C(O[BH-](OC(=O)C)OC(=O)C)(=O)C.[Na+].